Dataset: Forward reaction prediction with 1.9M reactions from USPTO patents (1976-2016). Task: Predict the product of the given reaction. (1) Given the reactants [CH3:1][O:2][C:3]1[CH:12]=[CH:11][C:10]2[NH:9][C:8](=[O:13])[C:7]3[S:14][CH:15]=[CH:16][C:6]=3[C:5]=2[C:4]=1[C:17]1[CH:22]=[CH:21][C:20]([C:23]2([CH2:26][NH:27][C:28](=[O:34])[O:29][C:30]([CH3:33])([CH3:32])[CH3:31])[CH2:25][CH2:24]2)=[CH:19][CH:18]=1.C1C(=O)N([Br:42])C(=O)C1, predict the reaction product. The product is: [Br:42][C:11]1[C:10]2[NH:9][C:8](=[O:13])[C:7]3[S:14][CH:15]=[CH:16][C:6]=3[C:5]=2[C:4]([C:17]2[CH:22]=[CH:21][C:20]([C:23]3([CH2:26][NH:27][C:28](=[O:34])[O:29][C:30]([CH3:31])([CH3:33])[CH3:32])[CH2:24][CH2:25]3)=[CH:19][CH:18]=2)=[C:3]([O:2][CH3:1])[CH:12]=1. (2) Given the reactants Cl.O1CCOCC1.C(O)(C(F)(F)F)=O.C(OC([N:22]1[C@H:27]([C:28]2[NH:32][C:31]3[CH:33]=[CH:34][C:35]([C:37]4[CH:38]=[C:39]5[C:44](=[CH:45][CH:46]=4)[CH:43]=[C:42]([C:47]4[NH:51][C:50]([C@@H:52]6[CH2:57][C@@H:56]7[C@@H:54]([CH2:55]7)[N:53]6C(OC(C)(C)C)=O)=[N:49][CH:48]=4)[CH:41]=[CH:40]5)=[CH:36][C:30]=3[N:29]=2)[CH2:26][C@@H:25]2[C@H:23]1[CH2:24]2)=O)(C)(C)C, predict the reaction product. The product is: [C@@H:54]12[CH2:55][C@@H:56]1[CH2:57][C@@H:52]([C:50]1[NH:49][CH:48]=[C:47]([C:42]3[CH:43]=[C:44]4[C:39](=[CH:40][CH:41]=3)[CH:38]=[C:37]([C:35]3[CH:34]=[CH:33][C:31]5[N:32]=[C:28]([C@@H:27]6[CH2:26][C@@H:25]7[C@@H:23]([CH2:24]7)[NH:22]6)[NH:29][C:30]=5[CH:36]=3)[CH:46]=[CH:45]4)[N:51]=1)[NH:53]2.